From a dataset of Reaction yield outcomes from USPTO patents with 853,638 reactions. Predict the reaction yield, written as a fraction of the theoretical maximum amount of product (1.0 means a 100% yield; for example, 0.34 means a 34% yield). (1) The reactants are [F:1][C:2]1[CH:3]=[C:4]2[C:9](=[CH:10][CH:11]=1)[N:8]=[C:7]([O:12][CH3:13])[C:6]([NH:14][C:15](=[O:19])OCC)=[N:5]2.[CH3:20][O:21][C:22]1[CH:23]=[C:24]([N:32]2[CH2:37][CH2:36][NH:35][CH2:34][CH2:33]2)[CH:25]=[C:26]([O:30][CH3:31])[C:27]=1[O:28][CH3:29]. No catalyst specified. The product is [F:1][C:2]1[CH:3]=[C:4]2[C:9](=[CH:10][CH:11]=1)[N:8]=[C:7]([O:12][CH3:13])[C:6]([NH:14][C:15]([N:35]1[CH2:34][CH2:33][N:32]([C:24]3[CH:23]=[C:22]([O:21][CH3:20])[C:27]([O:28][CH3:29])=[C:26]([O:30][CH3:31])[CH:25]=3)[CH2:37][CH2:36]1)=[O:19])=[N:5]2. The yield is 0.760. (2) The reactants are [CH3:1][O:2][C:3]1[CH:8]=[CH:7][C:6]([C@@H:9]([NH2:11])[CH3:10])=[CH:5][CH:4]=1.[N:12]1[C:21]2[C:20](=O)[CH2:19][CH2:18][CH2:17][C:16]=2[CH:15]=[CH:14][CH:13]=1.C(O)(=O)C.C(O[BH-](OC(=O)C)OC(=O)C)(=O)C.[Na+].C(=O)([O-])[O-].[Na+].[Na+]. The catalyst is ClCCl. The product is [CH3:1][O:2][C:3]1[CH:8]=[CH:7][C:6]([C@@H:9]([NH:11][C@@H:20]2[C:21]3[N:12]=[CH:13][CH:14]=[CH:15][C:16]=3[CH2:17][CH2:18][CH2:19]2)[CH3:10])=[CH:5][CH:4]=1. The yield is 0.700. (3) The reactants are [C:1]1([C:7](=O)[CH2:8][C:9]([O:11][CH2:12][CH3:13])=[O:10])[CH:6]=[CH:5][CH:4]=[CH:3][CH:2]=1.OC1C(OS(C2C=CC(C)=CC=2)(=O)=O)=C(I)C=CC=1.[NH2:34][C:35]([NH2:37])=[S:36]. The product is [NH2:37][C:35]1[S:36][C:8]([C:9]([O:11][CH2:12][CH3:13])=[O:10])=[C:7]([C:1]2[CH:6]=[CH:5][CH:4]=[CH:3][CH:2]=2)[N:34]=1. The yield is 0.700. The catalyst is C(#N)C. (4) The reactants are [NH2:1][C:2]1[NH:6][N:5]=[CH:4][C:3]=1[C:7]([C:9]1[S:10][CH:11]=[CH:12][CH:13]=1)=[O:8].CN(C)[CH:16]=[CH:17][C:18]([C:20]1[CH:21]=[CH:22][C:23]([F:32])=[C:24]([N:26]([CH3:31])[S:27]([CH3:30])(=[O:29])=[O:28])[CH:25]=1)=O.C(OCC)(=O)C. The catalyst is C(O)(=O)C. The product is [F:32][C:23]1[CH:22]=[CH:21][C:20]([C:18]2[N:6]3[N:5]=[CH:4][C:3]([C:7]([C:9]4[S:10][CH:11]=[CH:12][CH:13]=4)=[O:8])=[C:2]3[N:1]=[CH:16][CH:17]=2)=[CH:25][C:24]=1[N:26]([CH3:31])[S:27]([CH3:30])(=[O:29])=[O:28]. The yield is 0.770.